From a dataset of Full USPTO retrosynthesis dataset with 1.9M reactions from patents (1976-2016). Predict the reactants needed to synthesize the given product. (1) Given the product [ClH:22].[NH:1]1[C:9]2[C:4](=[CH:5][CH:6]=[C:7]([CH:10]([C:16]3[CH:17]=[CH:18][C:19]([Cl:22])=[CH:20][CH:21]=3)[CH2:11][CH2:12][NH:14][CH3:15])[CH:8]=2)[CH:3]=[CH:2]1, predict the reactants needed to synthesize it. The reactants are: [NH:1]1[C:9]2[C:4](=[CH:5][CH:6]=[C:7]([CH:10]([C:16]3[CH:21]=[CH:20][C:19]([Cl:22])=[CH:18][CH:17]=3)[CH2:11][C:12]([NH:14][CH3:15])=O)[CH:8]=2)[CH:3]=[CH:2]1.N1C2C(=CC=CC=2C(C2C=CC=CC=2)CCNC)C=C1. (2) Given the product [CH2:1]([C:8]1([O:13][C:15]([NH:14][C@@H:17]([CH2:22][CH2:23][CH2:24][CH3:25])[C:18]([O:20][CH3:21])=[O:19])=[O:16])[CH2:12][CH2:11][CH2:10][CH2:9]1)[C:2]1[CH:7]=[CH:6][CH:5]=[CH:4][CH:3]=1, predict the reactants needed to synthesize it. The reactants are: [CH2:1]([C:8]1([OH:13])[CH2:12][CH2:11][CH2:10][CH2:9]1)[C:2]1[CH:7]=[CH:6][CH:5]=[CH:4][CH:3]=1.[N:14]([C@@H:17]([CH2:22][CH2:23][CH2:24][CH3:25])[C:18]([O:20][CH3:21])=[O:19])=[C:15]=[O:16]. (3) Given the product [OH2:3].[CH3:10][N:11]1[CH:15]=[CH:14][C:13]([S:2]([O-:5])(=[O:4])=[O:3])=[CH:12]1.[Na+:33], predict the reactants needed to synthesize it. The reactants are: Cl[S:2]([O:5][Si](C)(C)C)(=[O:4])=[O:3].[CH3:10][N:11]1[CH:15]=[CH:14][CH:13]=[C:12]1[Sn](CCCC)(CCCC)CCCC.C(=O)([O-])O.[Na+:33]. (4) Given the product [Cl:42][C:9]1[CH:10]=[C:11]2[N:16]([CH2:17][O:18][CH2:19][CH2:20][Si:21]([CH3:22])([CH3:23])[CH3:24])[C:15]([O:25][C@H:26]3[CH2:35][O:34][C@H:33]4[C@@H:28]([O:29][CH:30]([C:36]5[CH:41]=[CH:40][CH:39]=[CH:38][CH:37]=5)[O:31][CH2:32]4)[CH2:27]3)=[N:14][C:12]2=[N:13][C:8]=1[C:5]1[CH:6]=[CH:7][C:2]([C:80]2[CH:89]=[CH:88][C:83]([C:84]([O:86][CH3:87])=[O:85])=[CH:82][CH:81]=2)=[CH:3][CH:4]=1, predict the reactants needed to synthesize it. The reactants are: Br[C:2]1[CH:7]=[CH:6][C:5]([C:8]2[N:13]=[C:12]3[N:14]=[C:15]([O:25][C@H:26]4[CH2:35][O:34][C@H:33]5[C@@H:28]([O:29][CH:30]([C:36]6[CH:41]=[CH:40][CH:39]=[CH:38][CH:37]=6)[O:31][CH2:32]5)[CH2:27]4)[N:16]([CH2:17][O:18][CH2:19][CH2:20][Si:21]([CH3:24])([CH3:23])[CH3:22])[C:11]3=[CH:10][C:9]=2[Cl:42])=[CH:4][CH:3]=1.C1(P(C2CCCCC2)C2C=CC=CC=2C2C(OC)=CC=CC=2OC)CCCCC1.CC1(C)C(C)(C)OB([C:80]2[CH:89]=[CH:88][C:83]([C:84]([O:86][CH3:87])=[O:85])=[CH:82][CH:81]=2)O1.P([O-])([O-])([O-])=O.[K+].[K+].[K+]. (5) Given the product [CH2:1]([O:3][C:4]1[C:8]([CH2:9][CH2:10][CH2:11][O:12][C:24]2[CH:28]=[C:27]([CH2:29][CH2:30][C:31]([OH:33])=[O:32])[N:26]([C:36]3[CH:41]=[CH:40][CH:39]=[CH:38][CH:37]=3)[N:25]=2)=[CH:7][N:6]([C:13]2[CH:18]=[CH:17][C:16]([C:19]([F:21])([F:22])[F:20])=[CH:15][CH:14]=2)[N:5]=1)[CH3:2], predict the reactants needed to synthesize it. The reactants are: [CH2:1]([O:3][C:4]1[C:8]([CH2:9][CH2:10][CH2:11][OH:12])=[CH:7][N:6]([C:13]2[CH:18]=[CH:17][C:16]([C:19]([F:22])([F:21])[F:20])=[CH:15][CH:14]=2)[N:5]=1)[CH3:2].O[C:24]1[CH:28]=[C:27]([CH2:29][CH2:30][C:31]([O:33]CC)=[O:32])[N:26]([C:36]2[CH:41]=[CH:40][CH:39]=[CH:38][CH:37]=2)[N:25]=1.C(P(CCCC)CCCC)CCC.N(C(N1CCCCC1)=O)=NC(N1CCCCC1)=O.